From a dataset of Peptide-MHC class II binding affinity with 134,281 pairs from IEDB. Regression. Given a peptide amino acid sequence and an MHC pseudo amino acid sequence, predict their binding affinity value. This is MHC class II binding data. (1) The peptide sequence is EKKHFAATQFEPLAA. The MHC is HLA-DPA10201-DPB10101 with pseudo-sequence HLA-DPA10201-DPB10101. The binding affinity (normalized) is 0.749. (2) The peptide sequence is EWVAMTKGEG. The MHC is DRB1_0301 with pseudo-sequence DRB1_0301. The binding affinity (normalized) is 0. (3) The peptide sequence is ECEWPLTHTIGTSVE. The MHC is DRB1_0901 with pseudo-sequence DRB1_0901. The binding affinity (normalized) is 0.706. (4) The peptide sequence is ESLHNPYPDYHWLRT. The MHC is HLA-DQA10301-DQB10302 with pseudo-sequence HLA-DQA10301-DQB10302. The binding affinity (normalized) is 0.0110. (5) The peptide sequence is CGGTGKNTIVIPKGD. The MHC is DRB1_0701 with pseudo-sequence DRB1_0701. The binding affinity (normalized) is 0.127. (6) The peptide sequence is YHFDLSGHAFGAMAK. The MHC is DRB1_1001 with pseudo-sequence DRB1_1001. The binding affinity (normalized) is 0.420. (7) The peptide sequence is AVQVTFTVQKGSDPK. The MHC is HLA-DQA10501-DQB10201 with pseudo-sequence HLA-DQA10501-DQB10201. The binding affinity (normalized) is 0.134.